Task: Predict the product of the given reaction.. Dataset: Forward reaction prediction with 1.9M reactions from USPTO patents (1976-2016) (1) Given the reactants [C:1]([O:5][C:6]([N:8]1[CH2:12][CH2:11][CH2:10][CH:9]1[C:13](=[O:23])[NH:14][C:15]1[CH:20]=[CH:19][C:18](Br)=[CH:17][C:16]=1[Cl:22])=[O:7])([CH3:4])([CH3:3])[CH3:2].[CH3:24][S:25][C:26]1[CH:31]=[CH:30][CH:29]=[CH:28][C:27]=1B(O)O.C([O-])([O-])=O.[Na+].[Na+], predict the reaction product. The product is: [C:1]([O:5][C:6]([N:8]1[CH2:12][CH2:11][CH2:10][CH:9]1[C:13](=[O:23])[NH:14][C:15]1[CH:20]=[CH:19][C:18]([C:27]2[CH:28]=[CH:29][CH:30]=[CH:31][C:26]=2[S:25][CH3:24])=[CH:17][C:16]=1[Cl:22])=[O:7])([CH3:4])([CH3:3])[CH3:2]. (2) Given the reactants C([O:8][C:9]1[CH:10]=[C:11]([CH:23]=[CH:24][C:25]=1[N+:26]([O-])=O)[O:12][C:13]1[CH:14]=[C:15]([CH:20]=[CH:21][CH:22]=1)[C:16]([O:18][CH3:19])=[O:17])C1C=CC=CC=1.CO, predict the reaction product. The product is: [NH2:26][C:25]1[CH:24]=[CH:23][C:11]([O:12][C:13]2[CH:14]=[C:15]([CH:20]=[CH:21][CH:22]=2)[C:16]([O:18][CH3:19])=[O:17])=[CH:10][C:9]=1[OH:8]. (3) The product is: [C:1]([N:4]1[C:13]2[C:8](=[CH:9][C:10]([C:14]([NH2:37])=[O:16])=[CH:11][CH:12]=2)[C@H:7]([N:17]([C:24]2[CH:25]=[CH:26][C:27]([N:30]3[CH2:35][CH2:34][O:33][CH2:32][CH2:31]3)=[CH:28][CH:29]=2)[C:18](=[O:23])[C:19]([F:20])([F:22])[F:21])[CH2:6][C@@H:5]1[CH3:36])(=[O:3])[CH3:2]. Given the reactants [C:1]([N:4]1[C:13]2[C:8](=[CH:9][C:10]([C:14]([OH:16])=O)=[CH:11][CH:12]=2)[C@H:7]([N:17]([C:24]2[CH:29]=[CH:28][C:27]([N:30]3[CH2:35][CH2:34][O:33][CH2:32][CH2:31]3)=[CH:26][CH:25]=2)[C:18](=[O:23])[C:19]([F:22])([F:21])[F:20])[CH2:6][C@@H:5]1[CH3:36])(=[O:3])[CH3:2].[NH3:37], predict the reaction product. (4) Given the reactants [C:1]([C:3]1[C:8]([O:9][CH2:10][C:11]([O:13][CH2:14][CH3:15])=[O:12])=[CH:7][CH:6]=[CH:5][N:4]=1)#[N:2].[ClH:16], predict the reaction product. The product is: [ClH:16].[ClH:16].[NH2:2][CH2:1][C:3]1[C:8]([O:9][CH2:10][C:11]([O:13][CH2:14][CH3:15])=[O:12])=[CH:7][CH:6]=[CH:5][N:4]=1. (5) Given the reactants CN(C)C=O.[NH2:6][C:7](=[S:33])[NH:8][C:9]([C:11]1[N:12]([CH2:22][C:23]2[CH:28]=[CH:27][CH:26]=[C:25]([C:29]([O:31][CH3:32])=[O:30])[CH:24]=2)[C:13]2[C:18]([CH:19]=1)=[CH:17][C:16]([CH3:20])=[CH:15][C:14]=2[CH3:21])=[O:10].Br[CH:35]([CH2:49][CH2:50][CH2:51][CH2:52][CH2:53][CH2:54][CH2:55][CH3:56])[C:36]([C:38]1[CH:43]=[C:42]([O:44][CH3:45])[C:41]([Cl:46])=[CH:40][C:39]=1[O:47][CH3:48])=O.C(N(CC)CC)C, predict the reaction product. The product is: [CH3:32][O:31][C:29](=[O:30])[C:25]1[CH:26]=[CH:27][CH:28]=[C:23]([CH2:22][N:12]2[C:13]3[C:18](=[CH:17][C:16]([CH3:20])=[CH:15][C:14]=3[CH3:21])[CH:19]=[C:11]2[C:9]([NH:8][C:7]2[S:33][C:35]([CH2:49][CH2:50][CH2:51][CH2:52][CH2:53][CH2:54][CH2:55][CH3:56])=[C:36]([C:38]3[CH:43]=[C:42]([O:44][CH3:45])[C:41]([Cl:46])=[CH:40][C:39]=3[O:47][CH3:48])[N:6]=2)=[O:10])[CH:24]=1. (6) Given the reactants [N:1]1[CH:6]=[CH:5][N:4]=[CH:3][C:2]=1[C:7]([OH:9])=[O:8].OS(O)(=O)=O.[CH3:15]O, predict the reaction product. The product is: [N:1]1[CH:6]=[CH:5][N:4]=[CH:3][C:2]=1[C:7]([O:9][CH3:15])=[O:8].